From a dataset of Forward reaction prediction with 1.9M reactions from USPTO patents (1976-2016). Predict the product of the given reaction. (1) The product is: [S:21]1[CH:20]=[CH:19][C:18]([S:26]([NH2:3])(=[O:28])=[O:27])=[CH:17]1. Given the reactants CC1C(C)=C(N)O[N:3]=1.[H-].[Na+].ClC1C=CC(C[C:17]2[S:21][C:20]3C=CC=C[C:19]=3[C:18]=2[S:26](Cl)(=[O:28])=[O:27])=CC=1, predict the reaction product. (2) Given the reactants [NH2:1][C:2](=[O:20])[C@H:3]([NH:12][C:13](=[O:19])[O:14][C:15]([CH3:18])([CH3:17])[CH3:16])[CH2:4][C:5]1[CH:10]=[CH:9][C:8](I)=[CH:7][CH:6]=1.[CH3:21][S:22]([O-:24])=[O:23].[Na+].CNCCNC.O, predict the reaction product. The product is: [NH2:1][C:2](=[O:20])[C@H:3]([NH:12][C:13](=[O:19])[O:14][C:15]([CH3:18])([CH3:17])[CH3:16])[CH2:4][C:5]1[CH:10]=[CH:9][C:8]([S:22]([CH3:21])(=[O:24])=[O:23])=[CH:7][CH:6]=1. (3) Given the reactants [C:1](C(C#N)=C(C#N)C#N)#[N:2].ClCCO[CH:15]([O:23][CH2:24][CH2:25][Cl:26])[C:16]1[CH:17]=[CH:18][C:19]([Cl:22])=[N:20][CH:21]=1, predict the reaction product. The product is: [Cl:26][CH2:25][CH2:24][O:23][CH:15]([C:16]1[CH:21]=[N:20][C:19]([Cl:22])=[CH:18][CH:17]=1)[C:1]#[N:2]. (4) Given the reactants [CH3:1][O:2][C:3]1[CH:4]=[CH:5][C:6]([CH3:10])=[C:7]([OH:9])[CH:8]=1.[CH2:11]([O:13][C:14](=[O:25])[CH:15]=[CH:16][C:17]1[CH:22]=[CH:21][C:20](F)=[CH:19][C:18]=1[CH3:24])[CH3:12].C(=O)([O-])[O-].[K+].[K+].Cl, predict the reaction product. The product is: [CH2:11]([O:13][C:14](=[O:25])[CH:15]=[CH:16][C:17]1[CH:22]=[CH:21][C:20]([O:9][C:7]2[CH:8]=[C:3]([O:2][CH3:1])[CH:4]=[CH:5][C:6]=2[CH3:10])=[CH:19][C:18]=1[CH3:24])[CH3:12].